Dataset: Peptide-MHC class II binding affinity with 134,281 pairs from IEDB. Task: Regression. Given a peptide amino acid sequence and an MHC pseudo amino acid sequence, predict their binding affinity value. This is MHC class II binding data. (1) The peptide sequence is KVYLAWVPAHKGIGG. The MHC is DRB1_0405 with pseudo-sequence DRB1_0405. The binding affinity (normalized) is 0.528. (2) The peptide sequence is GGESFGIVVAWKVRL. The MHC is HLA-DQA10101-DQB10501 with pseudo-sequence HLA-DQA10101-DQB10501. The binding affinity (normalized) is 0.362.